From a dataset of Full USPTO retrosynthesis dataset with 1.9M reactions from patents (1976-2016). Predict the reactants needed to synthesize the given product. (1) Given the product [N:4]1([CH2:7][C:8]23[CH2:17][CH:12]4[CH2:13][CH:14]([CH2:16][C:10]([SH:20])([CH2:11]4)[CH2:9]2)[CH2:15]3)[CH:5]=[CH:6][CH:2]=[N:3]1, predict the reactants needed to synthesize it. The reactants are: Br[C:2]1[CH:6]=[CH:5][N:4]([CH2:7][C:8]23[CH2:17][CH:12]4[CH2:13][CH:14]([CH2:16][CH:10]([CH2:11]4)[CH2:9]2)[CH2:15]3)[N:3]=1.NC(N)=[S:20].Br. (2) Given the product [CH2:1]([O:8][C@H:9]1[CH2:12][C@H:11]([N:13]2[C:17]3[CH:18]=[C:19]([F:22])[CH:20]=[CH:21][C:16]=3[N:15]=[C:14]2[C@@H:23]([NH:25][C:27]2[N:35]=[CH:34][N:33]=[C:32]3[C:28]=2[N:29]=[CH:30][NH:31]3)[CH3:24])[CH2:10]1)[C:2]1[CH:3]=[CH:4][CH:5]=[CH:6][CH:7]=1, predict the reactants needed to synthesize it. The reactants are: [CH2:1]([O:8][C@H:9]1[CH2:12][C@H:11]([N:13]2[C:17]3[CH:18]=[C:19]([F:22])[CH:20]=[CH:21][C:16]=3[N:15]=[C:14]2[C@@H:23]([NH2:25])[CH3:24])[CH2:10]1)[C:2]1[CH:7]=[CH:6][CH:5]=[CH:4][CH:3]=1.Cl[C:27]1[N:35]=[CH:34][N:33]=[C:32]2[C:28]=1[N:29]=[CH:30][N:31]2C1CCCCO1.CCN(C(C)C)C(C)C. (3) Given the product [CH3:10][O:9][C:7]1[CH:8]=[C:3]([C:14]2[CH:19]=[CH:18][CH:17]=[CH:16][CH:15]=2)[CH:4]=[CH:5][C:6]=1[N+:11]([O-:13])=[O:12], predict the reactants needed to synthesize it. The reactants are: [K].Cl[C:3]1[CH:4]=[CH:5][C:6]([N+:11]([O-:13])=[O:12])=[C:7]([O:9][CH3:10])[CH:8]=1.[C:14]1(B(O)O)[CH:19]=[CH:18][CH:17]=[CH:16][CH:15]=1. (4) Given the product [CH2:1]([NH:2][C:3]1[N:8]=[C:7]([C:9]2[CH:14]=[CH:13][CH:12]=[CH:11][N:10]=2)[CH:6]=[C:5]([C:15]2[CH:16]=[N:17][CH:18]=[C:19]([C:21]3[CH:22]=[N:23][N:24]([CH:26]4[CH2:31][CH2:30][NH:29][CH2:28][CH2:27]4)[CH:25]=3)[CH:20]=2)[CH:4]=1)[C:33]1[CH:38]=[CH:37][CH:36]=[CH:35][CH:34]=1, predict the reactants needed to synthesize it. The reactants are: [CH3:1][NH:2][C:3]1[N:8]=[C:7]([C:9]2[CH:14]=[CH:13][CH:12]=[CH:11][N:10]=2)[CH:6]=[C:5]([C:15]2[CH:16]=[N:17][CH:18]=[C:19]([C:21]3[CH:22]=[N:23][N:24]([CH:26]4[CH2:31][CH2:30][NH:29][CH2:28][CH2:27]4)[CH:25]=3)[CH:20]=2)[CH:4]=1.C(NC1N=C(C2C=CC=CN=2)C=C(C2C=NC=C(Br)C=2)C=1)[C:33]1[CH:38]=[CH:37][CH:36]=[CH:35][CH:34]=1. (5) The reactants are: [C:1]([C:3]1[C:4]([C:17]2[CH:22]=[CH:21][C:20]([Cl:23])=[CH:19][C:18]=2[Cl:24])=[C:5]([C:14](O)=[O:15])[S:6][C:7]=1[N:8]1[CH2:13][CH2:12][O:11][CH2:10][CH2:9]1)#[N:2].C1(P([N:39]=[N+:40]=[N-:41])(C2C=CC=CC=2)=O)C=CC=CC=1. Given the product [C:1]([C:3]1[C:4]([C:17]2[CH:22]=[CH:21][C:20]([Cl:23])=[CH:19][C:18]=2[Cl:24])=[C:5]([C:14]([N:39]=[N+:40]=[N-:41])=[O:15])[S:6][C:7]=1[N:8]1[CH2:13][CH2:12][O:11][CH2:10][CH2:9]1)#[N:2], predict the reactants needed to synthesize it. (6) The reactants are: [Cl:1][C:2]1[C:11]2[N:10]=[C:9]([CH3:12])[C:8]([CH2:13][C:14]3[CH:19]=[CH:18][C:17]([Cl:20])=[CH:16][CH:15]=3)=[C:7]([CH3:21])[C:6]=2[C:5]([OH:22])=[CH:4][CH:3]=1.C1C=CC(N([S:30]([C:33]([F:36])([F:35])[F:34])(=[O:32])=[O:31])[S:30]([C:33]([F:36])([F:35])[F:34])(=[O:32])=[O:31])=CC=1.C(=O)([O-])[O-].[K+].[K+].O1CCCC1. Given the product [Cl:1][C:2]1[CH:3]=[CH:4][C:5]([O:22][S:30]([C:33]([F:36])([F:35])[F:34])(=[O:32])=[O:31])=[C:6]2[C:11]=1[N:10]=[C:9]([CH3:12])[C:8]([CH2:13][C:14]1[CH:19]=[CH:18][C:17]([Cl:20])=[CH:16][CH:15]=1)=[C:7]2[CH3:21], predict the reactants needed to synthesize it. (7) Given the product [Cl:1][C:2]1[CH:7]=[CH:6][C:5]([C:8]#[CH:9])=[CH:4][C:3]=1[CH2:14][NH:15][C:16](=[O:19])[O:17][CH3:18], predict the reactants needed to synthesize it. The reactants are: [Cl:1][C:2]1[CH:7]=[CH:6][C:5]([C:8]#[C:9][Si](C)(C)C)=[CH:4][C:3]=1[CH2:14][NH:15][C:16](=[O:19])[O:17][CH3:18].[OH-].[K+]. (8) The reactants are: [F:1][C:2]([C:5]1[CH:10]=[CH:9][CH:8]=[C:7]([N+:11]([O-])=O)[CH:6]=1)([F:4])[CH3:3].C(N)CN. Given the product [F:1][C:2]([C:5]1[CH:6]=[C:7]([CH:8]=[CH:9][CH:10]=1)[NH2:11])([F:4])[CH3:3], predict the reactants needed to synthesize it. (9) Given the product [CH2:31]([O:38][C:39]1[CH:46]=[CH:45][C:42](/[CH:43]=[CH:2]\[CH2:3][CH2:4][CH2:5][CH3:6])=[CH:41][C:40]=1[N+:47]([O-:49])=[O:48])[C:32]1[CH:37]=[CH:36][CH:35]=[CH:34][CH:33]=1, predict the reactants needed to synthesize it. The reactants are: [Br-].[CH2:2]([P+](C1C=CC=CC=1)(C1C=CC=CC=1)C1C=CC=CC=1)[CH2:3][CH2:4][CH2:5][CH3:6].[Li]CCCC.[CH2:31]([O:38][C:39]1[CH:46]=[CH:45][C:42]([CH:43]=O)=[CH:41][C:40]=1[N+:47]([O-:49])=[O:48])[C:32]1[CH:37]=[CH:36][CH:35]=[CH:34][CH:33]=1. (10) Given the product [F:30][C:31]1[CH:36]=[CH:35][CH:34]=[CH:33][C:32]=1[C:37]1[N:40]=[C:27]([CH:13]2[CH2:14][CH:15]([C:17]3[CH:18]=[CH:19][C:20]([C:23]([F:26])([F:24])[F:25])=[CH:21][CH:22]=3)[CH2:16][N:11]([C:9]([N:6]3[CH2:7][CH2:8][CH:3]([C:1]#[N:2])[CH2:4][CH2:5]3)=[O:10])[CH2:12]2)[O:28][N:38]=1, predict the reactants needed to synthesize it. The reactants are: [C:1]([CH:3]1[CH2:8][CH2:7][N:6]([C:9]([N:11]2[CH2:16][CH:15]([C:17]3[CH:22]=[CH:21][C:20]([C:23]([F:26])([F:25])[F:24])=[CH:19][CH:18]=3)[CH2:14][CH:13]([C:27](O)=[O:28])[CH2:12]2)=[O:10])[CH2:5][CH2:4]1)#[N:2].[F:30][C:31]1[CH:36]=[CH:35][CH:34]=[CH:33][C:32]=1[C:37](=[NH:40])[NH:38]O.